This data is from Catalyst prediction with 721,799 reactions and 888 catalyst types from USPTO. The task is: Predict which catalyst facilitates the given reaction. (1) Reactant: [C:1]([O:5][C:6](=[O:31])[NH:7][C:8]1[S:9][C:10]2[CH2:19][CH2:18][C:17](=[O:20])[C:16]3[C:12](=[CH:13][N:14]([CH2:21][C:22]4[CH:27]=[CH:26][C:25]([O:28][CH3:29])=[CH:24][CH:23]=4)[N:15]=3)[C:11]=2[N:30]=1)([CH3:4])([CH3:3])[CH3:2].[Li][CH3:33].O. Product: [C:1]([O:5][C:6](=[O:31])[NH:7][C:8]1[S:9][C:10]2[CH2:19][CH2:18][C:17]([OH:20])([CH3:33])[C:16]3[C:12](=[CH:13][N:14]([CH2:21][C:22]4[CH:23]=[CH:24][C:25]([O:28][CH3:29])=[CH:26][CH:27]=4)[N:15]=3)[C:11]=2[N:30]=1)([CH3:4])([CH3:2])[CH3:3]. The catalyst class is: 1. (2) Reactant: [CH2:1]([N:3]([CH2:11][C:12]1[N:13]=[C:14]2[S:21][C:20]([CH3:22])=[C:19]([CH:23]=[O:24])[N:15]2[C:16](=[O:18])[CH:17]=1)[C:4]1[CH:9]=[CH:8][C:7]([F:10])=[CH:6][CH:5]=1)[CH3:2].O.[BH4-].[Na+]. Product: [CH2:1]([N:3]([CH2:11][C:12]1[N:13]=[C:14]2[S:21][C:20]([CH3:22])=[C:19]([CH2:23][OH:24])[N:15]2[C:16](=[O:18])[CH:17]=1)[C:4]1[CH:5]=[CH:6][C:7]([F:10])=[CH:8][CH:9]=1)[CH3:2]. The catalyst class is: 7. (3) Reactant: [Cl:1][C:2]1[CH:7]=[C:6]2[NH:8][C:9](=[O:39])[C:10]3([CH:15]([C:16]4[CH:21]=[C:20]([Cl:22])[CH:19]=[CH:18][C:17]=4[O:23][C:24]([C:27]([OH:29])=O)([CH3:26])[CH3:25])[CH2:14][C:13](=[O:30])[NH:12][CH:11]3[C:31]3[CH:36]=[C:35]([F:37])[CH:34]=[CH:33][C:32]=3[CH3:38])[C:5]2=[CH:4][CH:3]=1.CCN=C=NCCCN(C)C.C1C=CC2N(O)N=NC=2C=1.CCN(C(C)C)C(C)C.[CH3:70][O:71][NH3+:72].[Cl-]. Product: [Cl:1][C:2]1[CH:7]=[C:6]2[NH:8][C:9](=[O:39])[C:10]3([CH:15]([C:16]4[CH:21]=[C:20]([Cl:22])[CH:19]=[CH:18][C:17]=4[O:23][C:24]([C:27](=[O:29])[NH:72][O:71][CH3:70])([CH3:26])[CH3:25])[CH2:14][C:13](=[O:30])[NH:12][CH:11]3[C:31]3[CH:36]=[C:35]([F:37])[CH:34]=[CH:33][C:32]=3[CH3:38])[C:5]2=[CH:4][CH:3]=1. The catalyst class is: 1. (4) Reactant: [Cl:1][C:2]1[CH:3]=[C:4]2[N:25]=[C:24]([O:26][C@H:27]3[C@H:31]4[O:32][CH2:33][C@@H:34]([OH:35])[C@H:30]4[O:29][CH2:28]3)[N:23]([CH2:36][O:37][CH2:38][CH2:39][Si:40]([CH3:43])([CH3:42])[CH3:41])[C:5]2=[N:6][C:7]=1[C:8]1[CH:13]=[CH:12][C:11](B2OC(C)(C)C(C)(C)O2)=[CH:10][CH:9]=1.Br[C:45]1[N:50]=[N:49][C:48]([N:51]=[S:52]([CH3:55])([CH3:54])=[O:53])=[CH:47][CH:46]=1. Product: [Cl:1][C:2]1[CH:3]=[C:4]2[N:25]=[C:24]([O:26][C@@H:27]3[CH2:28][O:29][C@@H:30]4[C@H:34]([OH:35])[CH2:33][O:32][C@H:31]34)[N:23]([CH2:36][O:37][CH2:38][CH2:39][Si:40]([CH3:42])([CH3:41])[CH3:43])[C:5]2=[N:6][C:7]=1[C:8]1[CH:13]=[CH:12][C:11]([C:45]2[N:50]=[N:49][C:48]([N:51]=[S:52]([CH3:55])([CH3:54])=[O:53])=[CH:47][CH:46]=2)=[CH:10][CH:9]=1. The catalyst class is: 8.